From a dataset of Peptide-MHC class II binding affinity with 134,281 pairs from IEDB. Regression. Given a peptide amino acid sequence and an MHC pseudo amino acid sequence, predict their binding affinity value. This is MHC class II binding data. (1) The peptide sequence is FLFQRAVAREAIIAL. The MHC is DRB1_0901 with pseudo-sequence DRB1_0901. The binding affinity (normalized) is 0.864. (2) The peptide sequence is KPPFSGMTGCGNTPI. The MHC is DRB4_0101 with pseudo-sequence DRB4_0103. The binding affinity (normalized) is 0.167. (3) The peptide sequence is SQDLELSWDLNGLQAY. The MHC is DRB1_0802 with pseudo-sequence DRB1_0802. The binding affinity (normalized) is 0.243. (4) The peptide sequence is IKEVVMAYVGIKL. The MHC is HLA-DPA10201-DPB10101 with pseudo-sequence HLA-DPA10201-DPB10101. The binding affinity (normalized) is 0.306. (5) The MHC is DRB1_0701 with pseudo-sequence DRB1_0701. The peptide sequence is KTKEGVLYVGSKTKK. The binding affinity (normalized) is 0.136. (6) The peptide sequence is AVAEAAVASAPQTTP. The MHC is DRB1_0701 with pseudo-sequence DRB1_0701. The binding affinity (normalized) is 0.186. (7) The peptide sequence is AVLVATNFFGINTIP. The MHC is HLA-DQA10501-DQB10301 with pseudo-sequence HLA-DQA10501-DQB10301. The binding affinity (normalized) is 0.153.